Dataset: Catalyst prediction with 721,799 reactions and 888 catalyst types from USPTO. Task: Predict which catalyst facilitates the given reaction. (1) Reactant: [C:1]([C:3]1[CH:4]=[C:5]([OH:9])[CH:6]=[CH:7][CH:8]=1)#[N:2].O[C@@H:11]1[CH2:16][CH2:15][C@H:14]([C:17]([O:19][CH3:20])=[O:18])[CH2:13][CH2:12]1.C(C=P(CCCC)(CCCC)CCCC)#N. Product: [C:1]([C:3]1[CH:4]=[C:5]([CH:6]=[CH:7][CH:8]=1)[O:9][C@H:11]1[CH2:16][CH2:15][C@H:14]([C:17]([O:19][CH3:20])=[O:18])[CH2:13][CH2:12]1)#[N:2]. The catalyst class is: 11. (2) Reactant: C[O:2][C:3]([C:5]1[C:6]([C:11]2[CH:16]=[CH:15][CH:14]=[CH:13][C:12]=2[Cl:17])=[N:7][O:8][C:9]=1[NH2:10])=[O:4].[OH-].[Na+]. Product: [NH2:10][C:9]1[O:8][N:7]=[C:6]([C:11]2[CH:16]=[CH:15][CH:14]=[CH:13][C:12]=2[Cl:17])[C:5]=1[C:3]([OH:4])=[O:2]. The catalyst class is: 5. (3) Reactant: [C:1]([N:5]1[CH2:10][CH2:9][N:8]([C:11]2[C:20]3[C:15](=[C:16]([F:31])[C:17]([C:22]4[C:27]([O:28]C)=[CH:26][CH:25]=[CH:24][C:23]=4[F:30])=[C:18]([Cl:21])[CH:19]=3)[N:14]=[CH:13][C:12]=2[C:32]([NH2:34])=[O:33])[CH2:7][CH2:6]1)(=[O:4])[CH:2]=[CH2:3].B(Br)(Br)Br. Product: [C:1]([N:5]1[CH2:10][CH2:9][N:8]([C:11]2[C:20]3[C:15](=[C:16]([F:31])[C:17]([C:22]4[C:27]([OH:28])=[CH:26][CH:25]=[CH:24][C:23]=4[F:30])=[C:18]([Cl:21])[CH:19]=3)[N:14]=[CH:13][C:12]=2[C:32]([NH2:34])=[O:33])[CH2:7][CH2:6]1)(=[O:4])[CH:2]=[CH2:3]. The catalyst class is: 4. (4) Reactant: [NH2:1][CH2:2][C:3]1[CH:8]=[CH:7][C:6]([C:9]2[C:14]([CH3:15])=[CH:13][CH:12]=[C:11]([NH:16][C:17]([C:19]3([C:22]4[CH:30]=[CH:29][C:25]5[O:26][CH2:27][O:28][C:24]=5[CH:23]=4)[CH2:21][CH2:20]3)=[O:18])[CH:10]=2)=[CH:5][CH:4]=1.[C:31](Cl)(=[O:34])[CH2:32][CH3:33].CCN(CC)CC. Product: [O:26]1[C:25]2[CH:29]=[CH:30][C:22]([C:19]3([C:17]([NH:16][C:11]4[CH:10]=[C:9]([C:6]5[CH:5]=[CH:4][C:3]([CH2:2][NH:1][C:31](=[O:34])[CH2:32][CH3:33])=[CH:8][CH:7]=5)[C:14]([CH3:15])=[CH:13][CH:12]=4)=[O:18])[CH2:20][CH2:21]3)=[CH:23][C:24]=2[O:28][CH2:27]1. The catalyst class is: 4. (5) Reactant: C([N:4]1[CH2:10][CH2:9][C:8]2[CH:11]=[CH:12][C:13]([S:15]([CH3:18])(=[O:17])=[O:16])=[CH:14][C:7]=2[CH2:6][CH2:5]1)(=O)C.C(=O)([O-])[O-].[K+].[K+]. Product: [CH3:18][S:15]([C:13]1[CH:12]=[CH:11][C:8]2[CH2:9][CH2:10][NH:4][CH2:5][CH2:6][C:7]=2[CH:14]=1)(=[O:17])=[O:16]. The catalyst class is: 33.